From a dataset of Retrosynthesis with 50K atom-mapped reactions and 10 reaction types from USPTO. Predict the reactants needed to synthesize the given product. Given the product O=C(CCl)c1ccc2c(c1)CCO2, predict the reactants needed to synthesize it. The reactants are: O=C(Cl)CCl.c1ccc2c(c1)CCO2.